From a dataset of Forward reaction prediction with 1.9M reactions from USPTO patents (1976-2016). Predict the product of the given reaction. (1) The product is: [Cl:3][C:4]1[CH:12]=[C:11]2[C:7]([C:8]([OH:14])([C:20]3[CH:21]=[CH:22][C:17]([O:16][CH3:15])=[CH:18][CH:19]=3)[C:9](=[O:13])[NH:10]2)=[CH:6][CH:5]=1. Given the reactants [H-].[Na+].[Cl:3][C:4]1[CH:12]=[C:11]2[C:7]([C:8](=[O:14])[C:9](=[O:13])[NH:10]2)=[CH:6][CH:5]=1.[CH3:15][O:16][C:17]1[CH:22]=[CH:21][C:20]([Mg]Br)=[CH:19][CH:18]=1, predict the reaction product. (2) The product is: [Br:13][C:9]1[CH:8]=[C:7]([C:2]([C:25]([O:24][C:21]([CH3:23])([CH3:22])[CH3:20])=[O:26])([CH3:6])[C:3]([OH:5])=[O:4])[CH:12]=[CH:11][CH:10]=1. Given the reactants N[C:2]([C:7]1[CH:12]=[CH:11][CH:10]=[C:9]([Br:13])[CH:8]=1)([CH3:6])[C:3]([OH:5])=[O:4].O1CCOCC1.[CH3:20][C:21]([O:24][C:25](O[C:25]([O:24][C:21]([CH3:23])([CH3:22])[CH3:20])=[O:26])=[O:26])([CH3:23])[CH3:22], predict the reaction product.